Dataset: Experimentally validated miRNA-target interactions with 360,000+ pairs, plus equal number of negative samples. Task: Binary Classification. Given a miRNA mature sequence and a target amino acid sequence, predict their likelihood of interaction. The miRNA is mmu-miR-133b-3p with sequence UUUGGUCCCCUUCAACCAGCUA. The protein sequence of the target gene is MKETDREAVATAVQRVAGMLQRPDQLDKVEQYRRREARKKASVEARLKAAIQSQLDGVRTGLSQLHNALNDVKDIQQSLADVSKDWRQSINTIESLKDVKDAVVQHSQLAAAVENLKNIFSVPEIVRETQDLIEQGALLQAHRKLMDLECSRDGLMYEQYRMDSGNTRDMTLIHGYFGSTQGLSDELAKQLWMVLQRSLVTVRRDPTLLVSVVRIIEREEKIDRRILDRKKQTGFVPPGRPKNWKEKMFTILERTVTTRIEGTQADTRESDKMWLVRHLEIIRKYVLDDLIVAKNLMVQC.... Result: 0 (no interaction).